Binary Classification. Given a drug SMILES string, predict its activity (active/inactive) in a high-throughput screening assay against a specified biological target. From a dataset of Choline transporter screen with 302,306 compounds. (1) The molecule is Fc1cc(ccc1F)/C=N\Nc1ccc(cc1)C(O)=O. The result is 0 (inactive). (2) The molecule is S(=O)(=O)(N(Cc1ccccc1)C)CCNC(=O)c1ccc(OC)cc1. The result is 0 (inactive). (3) The molecule is O(c1nc(N2CCCCC2)nc(n1)N\N=C\c1ccc(cc1)C)C. The result is 0 (inactive). (4) The drug is o1nc(c2c(NCCC)ncnc12)C. The result is 0 (inactive). (5) The compound is s1c(CNC(=O)C(n2nc(n3c(c2=O)cc2occc32)CC)CC)ccc1. The result is 0 (inactive). (6) The molecule is O=C(Nc1c(cccc1)C)CCc1c(CC)cncc1. The result is 0 (inactive). (7) The drug is o1nc2c(N3CC(CCC3)C)cc(Nc3c(n(n(c3=O)c3ccccc3)C)C)c([N+]([O-])=O)c2n1. The result is 0 (inactive).